From a dataset of Full USPTO retrosynthesis dataset with 1.9M reactions from patents (1976-2016). Predict the reactants needed to synthesize the given product. (1) Given the product [CH3:1][C:2]1[C:14]([CH:15]([CH2:20][CH2:21][CH3:22])[C:16]([OH:18])=[O:17])=[C:13]([C:23]2[CH:28]=[CH:27][C:26]([CH3:29])=[CH:25][CH:24]=2)[C:12]2[C:11]3[CH2:10][CH2:9][O:8][CH2:7][C:6]=3[S:5][C:4]=2[N:3]=1, predict the reactants needed to synthesize it. The reactants are: [CH3:1][C:2]1[C:14]([CH:15]([CH2:20][CH2:21][CH3:22])[C:16]([O:18]C)=[O:17])=[C:13]([C:23]2[CH:28]=[CH:27][C:26]([CH3:29])=[CH:25][CH:24]=2)[C:12]2[C:11]3[CH2:10][CH2:9][O:8][CH2:7][C:6]=3[S:5][C:4]=2[N:3]=1.[OH-].[Na+]. (2) Given the product [CH2:1]([O:3][C:4]([N:6]1[CH2:21][CH2:20][C:10]2[C:11]3[C:12](=[O:19])[C:13]([F:34])([F:18])[CH2:14][C:15]=3[CH:16]=[CH:17][C:9]=2[CH2:8][CH2:7]1)=[O:5])[CH3:2], predict the reactants needed to synthesize it. The reactants are: [CH2:1]([O:3][C:4]([N:6]1[CH2:21][CH2:20][C:10]2[C:11]3[C:12](=[O:19])[CH:13]([F:18])[CH2:14][C:15]=3[CH:16]=[CH:17][C:9]=2[CH2:8][CH2:7]1)=[O:5])[CH3:2].[Si](OS(C(F)(F)[F:34])(=O)=O)(C(C)(C)C)(C)C.[B-](F)(F)(F)F.[B-](F)(F)(F)F.C1[N+]2(CCl)CC[N+](F)(CC2)C1.